Dataset: Reaction yield outcomes from USPTO patents with 853,638 reactions. Task: Predict the reaction yield, written as a fraction of the theoretical maximum amount of product (1.0 means a 100% yield; for example, 0.34 means a 34% yield). The reactants are [Cl:1][C:2]1[C:10]2[N:9]=[C:8]3[N:11]([C:15]4[C:16]([CH3:24])=[N:17][C:18](OC)=[N:19][C:20]=4[CH3:21])[CH2:12][CH2:13][CH2:14][N:7]3[C:6]=2[C:5]([CH:25]([O:30][CH:31]([F:33])[F:32])[C:26]([F:29])([F:28])[F:27])=[CH:4][CH:3]=1.P(Cl)(Cl)([Cl:36])=O. No catalyst specified. The product is [Cl:1][C:2]1[C:10]2[N:9]=[C:8]3[N:11]([C:15]4[C:16]([CH3:24])=[N:17][C:18]([Cl:36])=[N:19][C:20]=4[CH3:21])[CH2:12][CH2:13][CH2:14][N:7]3[C:6]=2[C:5]([CH:25]([O:30][CH:31]([F:32])[F:33])[C:26]([F:28])([F:29])[F:27])=[CH:4][CH:3]=1. The yield is 0.420.